This data is from Forward reaction prediction with 1.9M reactions from USPTO patents (1976-2016). The task is: Predict the product of the given reaction. (1) Given the reactants C(OC([N:8]1[CH2:13][CH2:12][N:11]([C:14](=[O:46])[CH2:15][CH2:16][CH:17]2[CH2:24][N:23]3[C:25]4[CH:26]=[C:27]([C:38]([O:40][CH3:41])=[O:39])[CH:28]=[CH:29][C:30]=4[C:31]([CH:32]4[CH2:37][CH2:36][CH2:35][CH2:34][CH2:33]4)=[C:22]3[C:21]3[CH:42]=[CH:43][CH:44]=[CH:45][C:20]=3[O:19][CH2:18]2)[CH2:10][CH2:9]1)=O)(C)(C)C.C(O)(C(F)(F)F)=O, predict the reaction product. The product is: [CH:32]1([C:31]2[C:30]3[CH:29]=[CH:28][C:27]([C:38]([O:40][CH3:41])=[O:39])=[CH:26][C:25]=3[N:23]3[C:22]=2[C:21]2[CH:42]=[CH:43][CH:44]=[CH:45][C:20]=2[O:19][CH2:18][CH:17]([CH2:16][CH2:15][C:14](=[O:46])[N:11]2[CH2:12][CH2:13][NH:8][CH2:9][CH2:10]2)[CH2:24]3)[CH2:33][CH2:34][CH2:35][CH2:36][CH2:37]1. (2) Given the reactants [CH:1]1([N:7]([CH:24]2[CH2:29][CH2:28][CH2:27][CH2:26][CH2:25]2)[C:8](=[O:23])[NH:9][C:10]2[S:11][C:12]([S:15]([NH:18][CH2:19][C:20]([OH:22])=[O:21])(=[O:17])=[O:16])=[CH:13][N:14]=2)[CH2:6][CH2:5][CH2:4][CH2:3][CH2:2]1.C1(N[C@H]2CC[C@H:40]([O:43]CCC)[CH2:39][CH2:38]2)CCCCC1.[CH:47]1(N([C@H]2CC[C@H](OC)CC2)C(=O)NC2SC(SCC(O)=O)=CN=2)[CH2:51]CC[CH2:48]1.O[C@H]1CC[C@H](C2C=CC=C3C=2C(=O)NC3=O)CC1.BrCCC.C1(=O)CCCCC1.COC([C@H]1CCCN1S(C1SC(N)=NC=1)(=O)=O)=O, predict the reaction product. The product is: [CH:24]1([N:7]([C@H:1]2[CH2:2][CH2:3][C@H:4]([O:43][CH2:40][CH2:39][CH3:38])[CH2:5][CH2:6]2)[C:8](=[O:23])[NH:9][C:10]2[S:11][C:12]([S:15]([N:18]3[CH2:51][CH2:47][CH2:48][C@@H:19]3[C:20]([OH:22])=[O:21])(=[O:16])=[O:17])=[CH:13][N:14]=2)[CH2:29][CH2:28][CH2:27][CH2:26][CH2:25]1. (3) Given the reactants C(OC(=O)[NH:7][CH2:8][CH2:9][CH2:10][N:11]([CH:21]([C:25]1[N:30]([CH2:31][C:32]2[CH:37]=[CH:36][CH:35]=[CH:34][CH:33]=2)[C:29](=[O:38])[C:28]2=[CH:39][CH:40]=[C:41]([Cl:42])[N:27]2[N:26]=1)[CH:22]1[CH2:24][CH2:23]1)[C:12](=[O:20])[C:13]1[CH:18]=[CH:17][C:16]([CH3:19])=[CH:15][CH:14]=1)(C)(C)C.Cl.O1CCOCC1, predict the reaction product. The product is: [ClH:42].[NH2:7][CH2:8][CH2:9][CH2:10][N:11]([CH:21]([C:25]1[N:30]([CH2:31][C:32]2[CH:33]=[CH:34][CH:35]=[CH:36][CH:37]=2)[C:29](=[O:38])[C:28]2=[CH:39][CH:40]=[C:41]([Cl:42])[N:27]2[N:26]=1)[CH:22]1[CH2:24][CH2:23]1)[C:12](=[O:20])[C:13]1[CH:18]=[CH:17][C:16]([CH3:19])=[CH:15][CH:14]=1. (4) Given the reactants [Cl:1][C:2]1[CH:7]=[C:6]([O:8][CH3:9])[CH:5]=[C:4]([Cl:10])[N:3]=1.C([Li])CCC.[C:16](=[O:18])=[O:17].Cl, predict the reaction product. The product is: [Cl:1][C:2]1[C:7]([C:16]([OH:18])=[O:17])=[C:6]([O:8][CH3:9])[CH:5]=[C:4]([Cl:10])[N:3]=1. (5) Given the reactants [CH2:1]([O:5][CH2:6][CH:7]1[O:9][CH2:8]1)[CH:2]1[O:4][CH2:3]1.[C:10](Cl)(=[O:13])[CH:11]=[CH2:12].N1C=CN=C1, predict the reaction product. The product is: [CH2:1]([O:5][CH2:6][CH:7]1[O:9][CH2:8]1)[CH:2]1[O:4][CH2:3]1.[C:10]([O-:13])(=[O:4])[CH:11]=[CH2:12]. (6) Given the reactants [CH2:1]1[CH2:6][CH2:5][CH:4]([CH2:7][O:8][C:9]2[C:14]3[NH:15][CH:16]=[N:17][C:13]=3[N:12]=[C:11](F)[N:10]=2)[CH2:3][CH2:2]1.[NH2:19][C:20]1[CH:25]=[CH:24][CH:23]=[CH:22][CH:21]=1, predict the reaction product. The product is: [NH:19]([C:11]1[N:12]=[C:13]2[C:14]([NH:15][CH:16]=[N:17]2)=[C:9]([O:8][CH2:7][CH:4]2[CH2:5][CH2:6][CH2:1][CH2:2][CH2:3]2)[N:10]=1)[C:20]1[CH:25]=[CH:24][CH:23]=[CH:22][CH:21]=1. (7) Given the reactants [NH2:1][C@@H:2]([C:5]([OH:7])=[O:6])[CH2:3][OH:4].C(N(CC)CC)C.[CH3:15][C:16]([O:19][C:20](O[C:20]([O:19][C:16]([CH3:18])([CH3:17])[CH3:15])=[O:21])=[O:21])([CH3:18])[CH3:17], predict the reaction product. The product is: [NH:1]([C:20]([O:19][C:16]([CH3:18])([CH3:17])[CH3:15])=[O:21])[C@@H:2]([C:5]([OH:7])=[O:6])[CH2:3][OH:4]. (8) Given the reactants [Cl:1][C:2]1[N:3]=[C:4]([Cl:11])[C:5]2[CH:10]=[CH:9][NH:8][C:6]=2[N:7]=1.[C:12]1(C)[C:13]([S:18](Cl)(=[O:20])=[O:19])=[CH:14][CH:15]=[CH:16][CH:17]=1.[OH-].[Na+].[CH3:25]C(C)=O, predict the reaction product. The product is: [Cl:1][C:2]1[N:3]=[C:4]([Cl:11])[C:5]2[CH:10]=[CH:9][N:8]([S:18]([C:13]3[CH:12]=[CH:17][C:16]([CH3:25])=[CH:15][CH:14]=3)(=[O:19])=[O:20])[C:6]=2[N:7]=1. (9) Given the reactants [CH3:1][O:2][C:3](=[O:25])[C:4]([NH:7][C:8]([C:10]1[CH:19]=[CH:18][C:17]2[C:12](=[CH:13][CH:14]=[CH:15][C:16]=2[F:20])[C:11]=1[O:21]COC)=[O:9])([CH3:6])[CH3:5].B(Cl)(Cl)Cl, predict the reaction product. The product is: [CH3:1][O:2][C:3](=[O:25])[C:4]([NH:7][C:8]([C:10]1[CH:19]=[CH:18][C:17]2[C:12](=[CH:13][CH:14]=[CH:15][C:16]=2[F:20])[C:11]=1[OH:21])=[O:9])([CH3:6])[CH3:5]. (10) Given the reactants [O:1]1[CH2:6][CH2:5][CH:4]([O:7][CH2:8][CH2:9][O:10]C2CCCCO2)[CH2:3][CH2:2]1.Cl.C(O)(C)C, predict the reaction product. The product is: [O:1]1[CH2:6][CH2:5][CH:4]([O:7][CH2:8][CH2:9][OH:10])[CH2:3][CH2:2]1.